Dataset: Reaction yield outcomes from USPTO patents with 853,638 reactions. Task: Predict the reaction yield, written as a fraction of the theoretical maximum amount of product (1.0 means a 100% yield; for example, 0.34 means a 34% yield). (1) The reactants are C[O:2][C:3](=[O:22])[CH:4]([C:11]1[CH:16]=[CH:15][C:14]([S:17]([CH3:20])(=[O:19])=[O:18])=[C:13]([Br:21])[CH:12]=1)[CH2:5][CH:6]1[CH2:10][CH2:9][CH2:8][CH2:7]1.[OH-].[Li+]. The catalyst is CO.O. The product is [Br:21][C:13]1[CH:12]=[C:11]([CH:4]([CH2:5][CH:6]2[CH2:10][CH2:9][CH2:8][CH2:7]2)[C:3]([OH:22])=[O:2])[CH:16]=[CH:15][C:14]=1[S:17]([CH3:20])(=[O:19])=[O:18]. The yield is 0.990. (2) The reactants are [F:1][C:2]([F:8])([F:7])[CH2:3][C:4](=O)[CH3:5].[C:9]([S@:13]([NH2:15])=[O:14])([CH3:12])([CH3:11])[CH3:10]. The catalyst is C1COCC1.[Cl-].[Na+].O.CC(C)[O-].[Ti+4].CC(C)[O-].CC(C)[O-].CC(C)[O-]. The product is [CH3:10][C:9]([S@:13]([N:15]=[C:4]([CH2:3][C:2]([F:8])([F:7])[F:1])[CH3:5])=[O:14])([CH3:12])[CH3:11]. The yield is 0.650.